Predict the reaction yield, written as a fraction of the theoretical maximum amount of product (1.0 means a 100% yield; for example, 0.34 means a 34% yield). From a dataset of Reaction yield outcomes from USPTO patents with 853,638 reactions. (1) The reactants are [CH:1]([N:4]1[C:8]([C:9]2[CH:14]=[C:13]([CH:15]([CH3:17])[CH3:16])[C:12]([O:18][CH2:19][O:20][CH3:21])=[CH:11][C:10]=2[O:22][CH2:23][O:24][CH3:25])=[N:7][NH:6][C:5]1=[S:26])([CH3:3])[CH3:2].[C:27](=O)([O-])[O-].[K+].[K+].CI. The catalyst is C(O)C. The product is [CH:1]([N:4]1[C:5]([S:26][CH3:27])=[N:6][N:7]=[C:8]1[C:9]1[CH:14]=[C:13]([CH:15]([CH3:17])[CH3:16])[C:12]([O:18][CH2:19][O:20][CH3:21])=[CH:11][C:10]=1[O:22][CH2:23][O:24][CH3:25])([CH3:2])[CH3:3]. The yield is 0.950. (2) The reactants are [CH2:1]([O:3][CH2:4][CH2:5][O:6][C:7]1[CH:12]=[C:11]([CH3:13])[C:10]([C:14]2[CH:19]=[CH:18][CH:17]=[C:16]([CH2:20][O:21][C:22]3[CH:27]=[CH:26][C:25]([CH:28]4[CH2:30][CH:29]4[C:31]([OH:33])=[O:32])=[CH:24][CH:23]=3)[CH:15]=2)=[C:9]([CH3:34])[CH:8]=1)[CH3:2].[OH-].[Na+].[Cl-].[Ca+2:38].[Cl-]. The catalyst is CO. The product is [Ca+2:38].[CH2:1]([O:3][CH2:4][CH2:5][O:6][C:7]1[CH:8]=[C:9]([CH3:34])[C:10]([C:14]2[CH:19]=[CH:18][CH:17]=[C:16]([CH2:20][O:21][C:22]3[CH:27]=[CH:26][C:25]([CH:28]4[CH2:30][CH:29]4[C:31]([O-:33])=[O:32])=[CH:24][CH:23]=3)[CH:15]=2)=[C:11]([CH3:13])[CH:12]=1)[CH3:2].[CH2:1]([O:3][CH2:4][CH2:5][O:6][C:7]1[CH:8]=[C:9]([CH3:34])[C:10]([C:14]2[CH:19]=[CH:18][CH:17]=[C:16]([CH2:20][O:21][C:22]3[CH:27]=[CH:26][C:25]([CH:28]4[CH2:30][CH:29]4[C:31]([O-:33])=[O:32])=[CH:24][CH:23]=3)[CH:15]=2)=[C:11]([CH3:13])[CH:12]=1)[CH3:2]. The yield is 0.970.